This data is from Catalyst prediction with 721,799 reactions and 888 catalyst types from USPTO. The task is: Predict which catalyst facilitates the given reaction. (1) Reactant: [CH3:1][S:2]([N:5]1[CH2:10][CH2:9][N:8]([C:11](=[O:28])[C@@H:12]([N:18]([CH3:27])[C:19](=[O:26])[C:20]2[CH:25]=[CH:24][CH:23]=[CH:22][CH:21]=2)[CH2:13][CH2:14][CH2:15][CH:16]=O)[CH2:7][CH2:6]1)(=[O:4])=[O:3].Cl.[F:30][C:31]1[CH:36]=[CH:35][C:34]([C@@H:37]2[CH2:39][C@H:38]2[NH2:40])=[CH:33][CH:32]=1.[BH-](OC(C)=O)(OC(C)=O)OC(C)=O.[Na+]. Product: [F:30][C:31]1[CH:32]=[CH:33][C:34]([C@@H:37]2[CH2:39][C@H:38]2[NH:40][CH2:16][CH2:15][CH2:14][CH2:13][C@H:12]([N:18]([CH3:27])[C:19](=[O:26])[C:20]2[CH:21]=[CH:22][CH:23]=[CH:24][CH:25]=2)[C:11]([N:8]2[CH2:7][CH2:6][N:5]([S:2]([CH3:1])(=[O:4])=[O:3])[CH2:10][CH2:9]2)=[O:28])=[CH:35][CH:36]=1. The catalyst class is: 4. (2) Reactant: [NH2:1][C@@H:2]([CH2:10][CH2:11][CH2:12][NH:13][C:14]([NH:16][S:17]([C:20]1[C:21]([CH3:34])=[C:22]2[C:27](=[C:28]([CH3:31])[C:29]=1[CH3:30])[O:26][C:25]([CH3:33])([CH3:32])[CH2:24][CH2:23]2)(=[O:19])=[O:18])=[NH:15])[C:3]([O:5][C:6]([CH3:9])([CH3:8])[CH3:7])=[O:4].[C:35]1([CH:41]([C:52]2[CH:57]=[CH:56][CH:55]=[CH:54][CH:53]=2)[N:42]2[C:47](=[O:48])[CH:46]=[CH:45][C:44]([C:49](O)=[O:50])=[CH:43]2)[CH:40]=[CH:39][CH:38]=[CH:37][CH:36]=1.CN(C(ON1N=NC2C=CC=CC1=2)=[N+](C)C)C.F[P-](F)(F)(F)(F)F.CCN(C(C)C)C(C)C. Product: [C:52]1([CH:41]([C:35]2[CH:36]=[CH:37][CH:38]=[CH:39][CH:40]=2)[N:42]2[C:47](=[O:48])[CH:46]=[CH:45][C:44]([C:49]([NH:1][C@@H:2]([CH2:10][CH2:11][CH2:12][NH:13][C:14]([NH:16][S:17]([C:20]3[C:21]([CH3:34])=[C:22]4[C:27](=[C:28]([CH3:31])[C:29]=3[CH3:30])[O:26][C:25]([CH3:33])([CH3:32])[CH2:24][CH2:23]4)(=[O:18])=[O:19])=[NH:15])[C:3]([O:5][C:6]([CH3:7])([CH3:8])[CH3:9])=[O:4])=[O:50])=[CH:43]2)[CH:53]=[CH:54][CH:55]=[CH:56][CH:57]=1. The catalyst class is: 31.